From a dataset of Reaction yield outcomes from USPTO patents with 853,638 reactions. Predict the reaction yield, written as a fraction of the theoretical maximum amount of product (1.0 means a 100% yield; for example, 0.34 means a 34% yield). (1) The reactants are [CH:1]([C:4]1[CH:9]=[C:8]([O:10][CH3:11])[C:7]([C:12]2[N:13]=[CH:14][S:15][CH:16]=2)=[CH:6][C:5]=1[OH:17])([CH3:3])[CH3:2].Br[CH2:19][C:20]#[N:21].C([O-])([O-])=O.[K+].[K+]. The catalyst is C(#N)C. The product is [CH:1]([C:4]1[CH:9]=[C:8]([O:10][CH3:11])[C:7]([C:12]2[N:13]=[CH:14][S:15][CH:16]=2)=[CH:6][C:5]=1[O:17][CH2:19][C:20]#[N:21])([CH3:3])[CH3:2]. The yield is 0.720. (2) The reactants are [NH2:1][C:2]1[N:3]([CH3:22])[C:4](=[O:21])[C@:5]2([N:20]=1)[C:14]1[CH:13]=[C:12](Br)[CH:11]=[CH:10][C:9]=1[O:8][C@H:7]1[CH2:16][CH2:17][CH2:18][O:19][C@H:6]21.[N:23]1[CH:28]=[C:27](B(O)O)[CH:26]=[N:25][CH:24]=1.F[C:33]1C(B(O)O)=CC=CN=1. No catalyst specified. The product is [NH2:1][C:2]1[N:3]([CH3:22])[C:4](=[O:21])[C@:5]2([N:20]=1)[C:14]1[CH:13]=[C:12]([C:27]3[CH:28]=[N:23][CH:24]=[N:25][CH:26]=3)[CH:11]=[CH:10][C:9]=1[O:8][C@H:7]1[CH2:16][CH2:17][CH2:18][O:19][C@:6]21[CH3:33]. The yield is 0.120.